Dataset: Full USPTO retrosynthesis dataset with 1.9M reactions from patents (1976-2016). Task: Predict the reactants needed to synthesize the given product. (1) The reactants are: [CH2:1]([C:3]1[C:11]2[C:6](=[N:7][CH:8]=[N:9][C:10]=2[C:12]2[CH:13]=[C:14]([C:18]3([C:21]#[N:22])[CH2:20][CH2:19]3)[CH:15]=[CH:16][CH:17]=2)[N:5]([C:23]([C:36]2[CH:41]=[CH:40][CH:39]=[CH:38][CH:37]=2)([C:30]2[CH:35]=[CH:34][CH:33]=[CH:32][CH:31]=2)[C:24]2[CH:29]=[CH:28][CH:27]=[CH:26][CH:25]=2)[N:4]=1)[CH3:2].CN(C)CC.C1(C)C=CC=CC=1. Given the product [CH2:1]([C:3]1[C:11]2[C:6](=[N:7][CH:8]=[N:9][C:10]=2[C:12]2[CH:13]=[C:14]([C:18]3([CH2:21][NH2:22])[CH2:20][CH2:19]3)[CH:15]=[CH:16][CH:17]=2)[N:5]([C:23]([C:30]2[CH:35]=[CH:34][CH:33]=[CH:32][CH:31]=2)([C:24]2[CH:29]=[CH:28][CH:27]=[CH:26][CH:25]=2)[C:36]2[CH:37]=[CH:38][CH:39]=[CH:40][CH:41]=2)[N:4]=1)[CH3:2], predict the reactants needed to synthesize it. (2) Given the product [CH3:1][O:2][C:3](=[O:12])[C:4]1[CH:9]=[CH:8][C:7]([CH:10]([OH:11])[CH2:13][CH:14]([CH3:16])[CH3:15])=[CH:6][CH:5]=1, predict the reactants needed to synthesize it. The reactants are: [CH3:1][O:2][C:3](=[O:12])[C:4]1[CH:9]=[CH:8][C:7]([CH:10]=[O:11])=[CH:6][CH:5]=1.[CH2:13]([Mg]Cl)[CH:14]([CH3:16])[CH3:15]. (3) Given the product [ClH:1].[OH:33][CH2:34][C:35]1[CH:40]=[CH:39][C:38]([C:2]2[C:3]([N:8]3[CH2:13][CH2:12][N:11]([CH2:14][CH2:15][N:16]([CH3:26])[S:17]([C:20]4[CH:25]=[CH:24][CH:23]=[CH:22][CH:21]=4)(=[O:19])=[O:18])[CH2:10][CH2:9]3)=[N:4][CH:5]=[CH:6][N:7]=2)=[CH:37][CH:36]=1, predict the reactants needed to synthesize it. The reactants are: [Cl:1][C:2]1[C:3]([N:8]2[CH2:13][CH2:12][N:11]([CH2:14][CH2:15][N:16]([CH3:26])[S:17]([C:20]3[CH:25]=[CH:24][CH:23]=[CH:22][CH:21]=3)(=[O:19])=[O:18])[CH2:10][CH2:9]2)=[N:4][CH:5]=[CH:6][N:7]=1.C(=O)([O-])[O-].[K+].[K+].[OH:33][CH2:34][C:35]1[CH:40]=[CH:39][C:38](B(O)O)=[CH:37][CH:36]=1.O. (4) Given the product [Cl:17][C:6]1[C:5]([CH:3]2[CH2:2][O:4]2)=[C:14]2[C:9]([CH:10]=[CH:11][C:12]([O:15][CH3:16])=[N:13]2)=[N:8][CH:7]=1, predict the reactants needed to synthesize it. The reactants are: Br[CH2:2][C:3]([C:5]1[C:14]2[C:9](=[CH:10][CH:11]=[C:12]([O:15][CH3:16])[N:13]=2)[N:8]=[CH:7][C:6]=1[Cl:17])=[O:4].[BH4-].[Na+]. (5) Given the product [Br-:14].[CH3:1][O:2][C:3]1[CH:8]=[CH:7][C:6]([N+:9]2[CH:13]=[CH:12][N:11]([CH2:15][CH2:16][CH2:17][CH2:18][CH2:19][CH2:20][CH3:21])[CH:10]=2)=[CH:5][CH:4]=1, predict the reactants needed to synthesize it. The reactants are: [CH3:1][O:2][C:3]1[CH:8]=[CH:7][C:6]([N:9]2[CH:13]=[CH:12][N:11]=[CH:10]2)=[CH:5][CH:4]=1.[Br:14][CH2:15][CH2:16][CH2:17][CH2:18][CH2:19][CH2:20][CH3:21].